From a dataset of Reaction yield outcomes from USPTO patents with 853,638 reactions. Predict the reaction yield, written as a fraction of the theoretical maximum amount of product (1.0 means a 100% yield; for example, 0.34 means a 34% yield). The reactants are Cl[CH2:2][C:3](=[O:5])[CH3:4].[C:6]([OH:15])(=[O:14])[C:7]1[C:8](=[CH:10][CH:11]=[CH:12][CH:13]=1)[SH:9].C(=O)([O-])[O-].[K+].[K+].O. The catalyst is CN(C=O)C.C(OCC)(=O)C. The product is [O:5]=[C:3]([CH3:4])[CH2:2][S:9][C:8]1[CH:10]=[CH:11][CH:12]=[CH:13][C:7]=1[C:6]([OH:15])=[O:14]. The yield is 0.630.